This data is from Choline transporter screen with 302,306 compounds. The task is: Binary Classification. Given a drug SMILES string, predict its activity (active/inactive) in a high-throughput screening assay against a specified biological target. (1) The molecule is Clc1cc(C(=O)c2n([n+]([O-])c3c2ccc(c3)C(F)(F)F)CCC[NH3+])cc(Cl)c1N. The result is 1 (active). (2) The molecule is s1c(CC(=O)Nc2cc(c3nn4c(nnc4)cc3)ccc2)ccc1. The result is 0 (inactive). (3) The compound is O=c1c(cn(c2c(cc(cc2)C)C)c(c1)C)C(O)=O. The result is 0 (inactive). (4) The compound is s1c(/C(=N\OCC(=O)Nc2ccc(OC)cc2)C)ccc1. The result is 0 (inactive).